Dataset: Catalyst prediction with 721,799 reactions and 888 catalyst types from USPTO. Task: Predict which catalyst facilitates the given reaction. (1) Reactant: [NH:1]1[C:5]2[CH:6]=[CH:7][CH:8]=[CH:9][C:4]=2[N:3]=[C:2]1[CH2:10][N:11]([CH2:22][C:23]1[CH:30]=[CH:29][C:26]([CH:27]=O)=[CH:25][CH:24]=1)[CH:12]1[C:21]2[N:20]=[CH:19][CH:18]=[CH:17][C:16]=2[CH2:15][CH2:14][CH2:13]1.[BH3-][C:32]#[N:33].[Na+]. Product: [NH:1]1[C:5]2[CH:6]=[CH:7][CH:8]=[CH:9][C:4]=2[N:3]=[C:2]1[CH2:10][N:11]([CH2:22][C:23]1[CH:30]=[CH:29][C:26]([CH2:27][NH:3][C:2]2[NH:1][CH:5]=[CH:32][N:33]=2)=[CH:25][CH:24]=1)[CH:12]1[C:21]2[N:20]=[CH:19][CH:18]=[CH:17][C:16]=2[CH2:15][CH2:14][CH2:13]1. The catalyst class is: 5. (2) Reactant: [N:1]1[C:10]2[NH:9][CH2:8][CH2:7][CH2:6][C:5]=2[CH:4]=[CH:3][C:2]=1[CH2:11][CH2:12][OH:13].[CH:27]1[CH:32]=[CH:31][C:30](P([C:27]2[CH:32]=[CH:31][CH:30]=[CH:29][CH:28]=2)[C:27]2[CH:32]=[CH:31][CH:30]=[CH:29][CH:28]=2)=[CH:29][CH:28]=1.[CH:33]1([C:36]2C=CC=C[C:37]=2[OH:42])[CH2:35][CH2:34]1.N(C(OC(C)C)=O)=NC(OC(C)C)=[O:46]. The catalyst class is: 1. Product: [N:1]1[C:10]2[NH:9][CH2:8][CH2:7][CH2:6][C:5]=2[CH:4]=[CH:3][C:2]=1[CH2:11][CH2:12][O:13][C:30]1[CH:31]=[CH:32][C:27]([CH:35]2[CH2:34][CH:33]2[CH2:36][C:37]([OH:42])=[O:46])=[CH:28][CH:29]=1. (3) Product: [CH:34]([S:29]([CH2:5][C@H:6]1[C@@H:15]([NH:16][C:17](=[O:26])[O:18][CH2:19][C:20]2[CH:25]=[CH:24][CH:23]=[CH:22][CH:21]=2)[CH2:14][CH2:13][C:8]2([O:12][CH2:11][CH2:10][O:9]2)[CH2:7]1)(=[O:31])=[O:28])([CH3:35])[CH3:33]. Reactant: C(S[CH2:5][C@H:6]1[C@@H:15]([NH:16][C:17](=[O:26])[O:18][CH2:19][C:20]2[CH:25]=[CH:24][CH:23]=[CH:22][CH:21]=2)[CH2:14][CH2:13][C:8]2([O:12][CH2:11][CH2:10][O:9]2)[CH2:7]1)(C)C.O[O:28][S:29]([O-:31])=O.[K+].[CH3:33][CH:34](O)[CH3:35]. The catalyst class is: 6. (4) Reactant: [C:1]1([C:7]2([C:17]3[CH:22]=[CH:21][CH:20]=[CH:19][CH:18]=3)[CH:11]3[CH2:12][NH:13][CH2:14][CH2:15][N:10]3[C:9](=[O:16])[O:8]2)[CH:6]=[CH:5][CH:4]=[CH:3][CH:2]=1.N1C=CC=CC=1.[C:29]1([S:35](Cl)(=[O:37])=[O:36])[CH:34]=[CH:33][CH:32]=[CH:31][CH:30]=1. The catalyst class is: 22. Product: [C:17]1([C:7]2([C:1]3[CH:6]=[CH:5][CH:4]=[CH:3][CH:2]=3)[CH:11]3[CH2:12][N:13]([S:35]([C:29]4[CH:34]=[CH:33][CH:32]=[CH:31][CH:30]=4)(=[O:37])=[O:36])[CH2:14][CH2:15][N:10]3[C:9](=[O:16])[O:8]2)[CH:18]=[CH:19][CH:20]=[CH:21][CH:22]=1. (5) Reactant: C(O)(C(F)(F)F)=O.[CH3:8][O:9][C:10]1[CH:15]=[C:14]([C:16]([F:19])([F:18])[F:17])[CH:13]=[CH:12][C:11]=1[N:20]1[C:25](=[O:26])[CH2:24][O:23][C:22]2[CH:27]=[C:28]([S:31]([N:34](CC3C=CC(OC)=CC=3)[C:35]3[S:36][CH:37]=[CH:38][N:39]=3)(=[O:33])=[O:32])[CH:29]=[CH:30][C:21]1=2. Product: [CH3:8][O:9][C:10]1[CH:15]=[C:14]([C:16]([F:19])([F:17])[F:18])[CH:13]=[CH:12][C:11]=1[N:20]1[C:25](=[O:26])[CH2:24][O:23][C:22]2[CH:27]=[C:28]([S:31]([NH:34][C:35]3[S:36][CH:37]=[CH:38][N:39]=3)(=[O:32])=[O:33])[CH:29]=[CH:30][C:21]1=2. The catalyst class is: 2. (6) Reactant: Cl[C:2]1[CH:7]=[CH:6][N:5]=[C:4]([N:8]2[CH2:13][CH2:12][N:11]([C:14]([O:16][C:17]([CH3:20])([CH3:19])[CH3:18])=[O:15])[CH2:10][CH2:9]2)[N:3]=1.[F:21][C:22]1[CH:27]=[C:26]([F:28])[CH:25]=[CH:24][C:23]=1OB(O)O.C(=O)([O-])[O-].[Na+].[Na+].C1(C)C=CC=CC=1. The catalyst class is: 6. Product: [F:21][C:22]1[CH:27]=[C:26]([F:28])[CH:25]=[CH:24][C:23]=1[C:2]1[CH:7]=[CH:6][N:5]=[C:4]([N:8]2[CH2:13][CH2:12][N:11]([C:14]([O:16][C:17]([CH3:20])([CH3:19])[CH3:18])=[O:15])[CH2:10][CH2:9]2)[N:3]=1.